From a dataset of Catalyst prediction with 721,799 reactions and 888 catalyst types from USPTO. Predict which catalyst facilitates the given reaction. (1) Reactant: [CH3:1][N:2]([CH3:23])[CH2:3][CH2:4][NH:5][C:6]1[CH:7]=[C:8]([C:13]2[CH:18]=[CH:17][CH:16]=[C:15]([NH2:19])[C:14]=2[N+:20]([O-])=O)[CH:9]=[C:10]([F:12])[CH:11]=1. Product: [CH3:1][N:2]([CH3:23])[CH2:3][CH2:4][NH:5][C:6]1[CH:7]=[C:8]([C:13]2[CH:18]=[CH:17][CH:16]=[C:15]([NH2:19])[C:14]=2[NH2:20])[CH:9]=[C:10]([F:12])[CH:11]=1. The catalyst class is: 19. (2) Reactant: [CH:1]([N:4](CC)C(C)C)(C)C.[C:10]([N:14]1[CH2:18][C@@H:17]([C:19]2[CH:24]=[CH:23][C:22]([F:25])=[CH:21][C:20]=2[F:26])[C@H:16]([C:27]([N:29]2[CH2:34][CH2:33][CH:32]([C:35]3[CH:40]=[CH:39][C:38]([Cl:41])=[CH:37][C:36]=3[CH2:42][C:43](O)=[O:44])[CH2:31][CH2:30]2)=[O:28])[CH2:15]1)([CH3:13])([CH3:12])[CH3:11].CN.Cl.F[P-](F)(F)(F)(F)F.N1(OC(N(C)C)=[N+](C)C)C2N=CC=CC=2N=N1.C(=O)(O)[O-].[Na+]. Product: [C:10]([N:14]1[CH2:18][C@@H:17]([C:19]2[CH:24]=[CH:23][C:22]([F:25])=[CH:21][C:20]=2[F:26])[C@H:16]([C:27]([N:29]2[CH2:30][CH2:31][CH:32]([C:35]3[CH:40]=[CH:39][C:38]([Cl:41])=[CH:37][C:36]=3[CH2:42][C:43]([NH:4][CH3:1])=[O:44])[CH2:33][CH2:34]2)=[O:28])[CH2:15]1)([CH3:12])([CH3:11])[CH3:13]. The catalyst class is: 9. (3) Reactant: Cl.[CH:2]1([C:5]2[N:10]=[CH:9][C:8]([C:11]3[CH:12]=[C:13]4[C:18](=[CH:19][N:20]=3)[CH2:17][NH:16][CH2:15][CH2:14]4)=[CH:7][N:6]=2)[CH2:4][CH2:3]1.[CH3:21][C@@:22]1([CH2:29][S:30](Cl)(=[O:32])=[O:31])[C:26](=[O:27])[NH:25][C:24](=[O:28])[NH:23]1. Product: [CH:2]1([C:5]2[N:6]=[CH:7][C:8]([C:11]3[CH:12]=[C:13]4[C:18](=[CH:19][N:20]=3)[CH2:17][N:16]([S:30]([CH2:29][C@@:22]3([CH3:21])[NH:23][C:24](=[O:28])[NH:25][C:26]3=[O:27])(=[O:31])=[O:32])[CH2:15][CH2:14]4)=[CH:9][N:10]=2)[CH2:4][CH2:3]1. The catalyst class is: 168. (4) Reactant: [C:1]([O:4][C@@H:5]1[C@@H:10]([O:11][C:12](=[O:14])[CH3:13])[C@H:9]([C:15]2[CH:20]=[CH:19][C:18]([Cl:21])=[C:17]([CH2:22][C:23]3[CH:28]=[CH:27][C:26]([O:29][CH2:30][CH3:31])=[CH:25][CH:24]=3)[CH:16]=2)[O:8][CH:7](O)[C@H:6]1[O:33][C:34](=[O:36])[CH3:35])(=[O:3])[CH3:2].Cl.[NH2:38][OH:39].C1CCN2C(=NCCC2)CC1.ClN1C(=O)CCC1=O. Product: [C:1]([O:4][C@@H:5]1[C@@H:10]([O:11][C:12](=[O:14])[CH3:13])[C@H:9]([C:15]2[CH:20]=[CH:19][C:18]([Cl:21])=[C:17]([CH2:22][C:23]3[CH:28]=[CH:27][C:26]([O:29][CH2:30][CH3:31])=[CH:25][CH:24]=3)[CH:16]=2)[O:8]/[C:7](=[N:38]\[OH:39])/[C@H:6]1[O:33][C:34](=[O:36])[CH3:35])(=[O:3])[CH3:2]. The catalyst class is: 436. (5) Reactant: [F:1][C:2]([F:34])([F:33])[S:3]([O:6][C:7]1[CH:8]=[C:9]2[C:30](=[CH:31][CH:32]=1)[NH:29][C:28]1[C:14]3([CH2:18][CH2:17][N:16]([CH2:19][CH2:20][O:21][C:22]4[CH:27]=[CH:26][CH:25]=[CH:24][CH:23]=4)[CH2:15]3)[NH:13][CH2:12][CH2:11][C:10]2=1)(=[O:5])=[O:4].Br[CH2:36][C:37]([NH2:39])=[O:38].[C:40](=O)([O-:42])[O-:41].[K+].[K+]. Product: [F:34][C:2]([F:1])([F:33])[C:40]([OH:42])=[O:41].[F:34][C:2]([F:33])([F:1])[S:3]([O:6][C:7]1[CH:8]=[C:9]2[C:30](=[CH:31][CH:32]=1)[NH:29][C:28]1[C:14]3([CH2:18][CH2:17][N:16]([CH2:19][CH2:20][O:21][C:22]4[CH:27]=[CH:26][CH:25]=[CH:24][CH:23]=4)[CH2:15]3)[N:13]([CH2:36][C:37]([NH2:39])=[O:38])[CH2:12][CH2:11][C:10]2=1)(=[O:4])=[O:5]. The catalyst class is: 3. (6) Reactant: [N:1]([CH2:4][CH:5]1[CH2:7][O:6]1)=[N+:2]=[N-:3].[Cl:8][C:9]1[NH:10][CH:11]=[C:12]([N+:14]([O-:16])=[O:15])[N:13]=1.C(=O)([O-])[O-].[K+].[K+]. Product: [N:1]([CH2:4][CH:5]([OH:6])[CH2:7][N:10]1[CH:11]=[C:12]([N+:14]([O-:16])=[O:15])[N:13]=[C:9]1[Cl:8])=[N+:2]=[N-:3]. The catalyst class is: 8. (7) Reactant: [Cl:1][C:2]1[CH:7]=[C:6]([N:8]2[CH2:13][CH2:12][O:11][CH2:10][CH2:9]2)[N:5]=[C:4]([CH2:14][NH2:15])[N:3]=1.[C:16](O)(=[O:23])[C:17]1[CH:22]=[CH:21][CH:20]=[N:19][CH:18]=1.CCN(C(C)C)C(C)C.CN(C(ON1N=NC2C=CC=NC1=2)=[N+](C)C)C.F[P-](F)(F)(F)(F)F. Product: [Cl:1][C:2]1[CH:7]=[C:6]([N:8]2[CH2:13][CH2:12][O:11][CH2:10][CH2:9]2)[N:5]=[C:4]([CH2:14][NH:15][C:16](=[O:23])[C:17]2[CH:22]=[CH:21][CH:20]=[N:19][CH:18]=2)[N:3]=1. The catalyst class is: 3. (8) Reactant: [NH2:1][C:2]1[C:3]([C:16]([NH:18][CH3:19])=[O:17])=[N:4][C:5]([C:8]2[CH:13]=[CH:12][CH:11]=[C:10]([CH:14]=O)[CH:9]=2)=[CH:6][N:7]=1.[C:20]1([NH2:27])[CH:25]=[CH:24][CH:23]=[CH:22][C:21]=1[NH2:26]. Product: [NH2:1][C:2]1[C:3]([C:16]([NH:18][CH3:19])=[O:17])=[N:4][C:5]([C:8]2[CH:13]=[CH:12][CH:11]=[C:10]([C:14]3[NH:27][C:20]4[CH:25]=[CH:24][CH:23]=[CH:22][C:21]=4[N:26]=3)[CH:9]=2)=[CH:6][N:7]=1. The catalyst class is: 37. (9) Reactant: [NH2:1][C:2]1[CH:7]=[C:6]([CH2:8][C:9]([O:11][CH3:12])=[O:10])[CH:5]=[CH:4][C:3]=1[NH:13][C:14]1[CH:23]=[C:22]([Cl:24])[CH:21]=[CH:20][C:15]=1[C:16](OC)=[O:17].CC1C=CC(S(O)(=O)=O)=CC=1.O. Product: [Cl:24][C:22]1[CH:21]=[CH:20][C:15]2[C:16](=[O:17])[NH:1][C:2]3[CH:7]=[C:6]([CH2:8][C:9]([O:11][CH3:12])=[O:10])[CH:5]=[CH:4][C:3]=3[NH:13][C:14]=2[CH:23]=1. The catalyst class is: 11. (10) Reactant: [N+:1]([C:4]1[CH:5]=[C:6]2[C:10](=[CH:11][CH:12]=1)[C:9](=[O:13])[NH:8][C:7]2=[O:14])([O-:3])=[O:2].[SH:15][CH2:16][CH2:17]O.CCOC(/N=N/C(O[CH2:29][CH3:30])=O)=O. Product: [N+:1]([C:4]1[CH:5]=[C:6]2[C:10](=[CH:11][CH:12]=1)[C:9](=[O:13])[N:8]([CH2:17][CH2:16][S:15][C:30]1[CH:29]=[CH:11][CH:12]=[CH:4][CH:5]=1)[C:7]2=[O:14])([O-:3])=[O:2]. The catalyst class is: 1.